Dataset: Catalyst prediction with 721,799 reactions and 888 catalyst types from USPTO. Task: Predict which catalyst facilitates the given reaction. (1) Reactant: [C:1]([NH:9][C:10]1[CH:22]=[C:21]([C:23]2[CH:28]=[CH:27][C:26]([OH:29])=[C:25]([Cl:30])[CH:24]=2)[CH:20]=[CH:19][C:11]=1[C:12]([O:14]C(C)(C)C)=[O:13])(=[O:8])[C:2]1[CH:7]=[CH:6][CH:5]=[CH:4][CH:3]=1. Product: [C:1]([NH:9][C:10]1[CH:22]=[C:21]([C:23]2[CH:28]=[CH:27][C:26]([OH:29])=[C:25]([Cl:30])[CH:24]=2)[CH:20]=[CH:19][C:11]=1[C:12]([OH:14])=[O:13])(=[O:8])[C:2]1[CH:3]=[CH:4][CH:5]=[CH:6][CH:7]=1. The catalyst class is: 55. (2) Reactant: [CH3:1][O:2][C:3]1[CH:8]=[CH:7][CH:6]=[CH:5][C:4]=1B(O)O.[N:12]1[CH:17]=[CH:16][CH:15]=[C:14]([NH:18][C:19]([N:21]2[CH2:24][CH:23]([O:25][C:26]3[CH:31]=[CH:30][C:29](Br)=[CH:28][N:27]=3)[CH2:22]2)=[O:20])[N:13]=1.C(=O)([O-])[O-:34].[K+].[K+]. Product: [N:12]1[CH:17]=[CH:16][CH:15]=[C:14]([NH2:18])[N:13]=1.[CH3:1][O:2][C:3]1[CH:8]=[CH:7][CH:6]=[CH:5][C:4]=1[C:29]1[CH:30]=[CH:31][C:26]([O:25][CH:23]2[CH2:24][N:21]([C:19]([OH:20])=[O:34])[CH2:22]2)=[N:27][CH:28]=1. The catalyst class is: 299. (3) Reactant: [CH3:1][C@@:2]12[C@H:11]3[CH2:12][CH2:13][C@:14]4([CH3:25])[C:18]([C:19]5[CH:20]=[CH:21][CH:22]=[N:23][CH:24]=5)=[CH:17][CH2:16][C@H:15]4[C@@H:10]3[CH2:9][CH:8]=[C:7]1[CH2:6][C@@H:5]([OH:26])[CH2:4][CH2:3]2.[C:27](OC(=O)C)(=[O:29])[CH3:28]. Product: [CH3:28][C:27]([O:26][C@@H:5]1[CH2:6][C:7]2[C@@:2]([CH3:1])([C@@H:11]3[C@@H:10]([CH2:9][CH:8]=2)[C@@H:15]2[CH2:16][CH:17]=[C:18]([C:19]4[CH:20]=[CH:21][CH:22]=[N:23][CH:24]=4)[C@@:14]2([CH3:25])[CH2:13][CH2:12]3)[CH2:3][CH2:4]1)=[O:29]. The catalyst class is: 66. (4) Reactant: Cl.C([NH:9][C:10]12[CH2:17][CH2:16][C:13]([C:18]3[C:22]4=[C:23]5[CH:29]=[CH:28][NH:27][C:24]5=[N:25][CH:26]=[C:21]4[NH:20][N:19]=3)([CH2:14][CH2:15]1)[CH2:12][CH2:11]2)C1C=CC=CC=1.C([O-])=O.[NH4+]. Product: [C:18]1([C:13]23[CH2:16][CH2:17][C:10]([NH2:9])([CH2:15][CH2:14]2)[CH2:11][CH2:12]3)[C:22]2=[C:23]3[CH:29]=[CH:28][NH:27][C:24]3=[N:25][CH:26]=[C:21]2[NH:20][N:19]=1. The catalyst class is: 5. (5) Reactant: [I-].[C:2]([O:6][C:7]([N:9]1[CH2:14][CH2:13][CH:12]([CH2:15][P+](C2C=CC=CC=2)(C2C=CC=CC=2)C2C=CC=CC=2)[CH2:11][CH2:10]1)=[O:8])([CH3:5])([CH3:4])[CH3:3].C([Li])CCC.[CH2:40]([N:47]1[CH:51]=[C:50]([CH2:52][CH2:53][CH2:54][CH:55]=O)[N:49]=[N:48]1)[C:41]1[CH:46]=[CH:45][CH:44]=[CH:43][CH:42]=1. Product: [CH2:40]([N:47]1[CH:51]=[C:50]([CH2:52][CH2:53][CH2:54]/[CH:55]=[CH:15]/[CH:12]2[CH2:11][CH2:10][N:9]([C:7]([O:6][C:2]([CH3:3])([CH3:4])[CH3:5])=[O:8])[CH2:14][CH2:13]2)[N:49]=[N:48]1)[C:41]1[CH:42]=[CH:43][CH:44]=[CH:45][CH:46]=1. The catalyst class is: 1. (6) Reactant: [CH2:1]([C:4]1[CH:9]=[CH:8][C:7]([CH2:10]O)=[CH:6][CH:5]=1)[CH2:2][CH3:3].CS(Cl)(=O)=O.C(N(CC)CC)C.S([O-])([O-])(=O)=O.[Mg+2].[I-:30].[Na+]. Product: [I:30][CH2:10][C:7]1[CH:8]=[CH:9][C:4]([CH2:1][CH2:2][CH3:3])=[CH:5][CH:6]=1. The catalyst class is: 4. (7) Reactant: P(Cl)(Cl)(Cl)=O.[CH3:6][O:7][C:8](=[O:20])[C:9]([NH:11][CH2:12][C:13]1[CH:18]=[CH:17][C:16]([F:19])=[CH:15][N:14]=1)=O. Product: [CH3:6][O:7][C:8]([C:9]1[N:14]2[CH:15]=[C:16]([F:19])[CH:17]=[CH:18][C:13]2=[CH:12][N:11]=1)=[O:20]. The catalyst class is: 11.